The task is: Binary Classification. Given a miRNA mature sequence and a target amino acid sequence, predict their likelihood of interaction.. This data is from Experimentally validated miRNA-target interactions with 360,000+ pairs, plus equal number of negative samples. (1) The miRNA is hsa-miR-6867-5p with sequence UGUGUGUGUAGAGGAAGAAGGGA. The protein sequence of the target gene is MSDSTWMSADPHLASSLSPSQDERMRSPQNLHSQEDDDSSSESGSGNGSSTLNPSTSSSTQGDPAFPEMNGNGAVAPMDFTTAAEDQPINLCDKLPPATALGTASYPSDGCGADGLRSRVKYGVKTTPESPPYSSGSYDSIKTEVSGCPEDLTVGRAPTADDDDDDHDDHEDNDKMNDSEGMDPERLKAFNMFVRLFVDENLDRMVPISKQPKEKIQAIIESCSRQFPEFQERARKRIRTYLKSCRRMKKNGMEMTRPTPPHLTSAMAENILAAACESETRKAAKRMRLEIYQSSQDEPI.... Result: 0 (no interaction). (2) The miRNA is hsa-miR-4423-3p with sequence AUAGGCACCAAAAAGCAACAA. The protein sequence of the target gene is MASRKEGTGSTATSSSSTAGAAGKGKGKGGSGDSAVKQVQIDGLVVLKIIKHYQEEGQGTEVVQGVLLGLVVEDRLEITNCFPFPQHTEDDADFDEVQYQMEMMRSLRHVNIDHLHVGWYQSTYYGSFVTRALLDSQFSYQHAIEESVVLIYDPIKTAQGSLSLKAYRLTPKLMEVCKEKDFSPEALKKANITFEYMFEEVPIVIKNSHLINVLMWELEKKSAVADKHELLSLASSNHLGKNLQLLMDRVDEMSQDIVKYNTYMRNTSKQQQQKHQYQQRRQQENMQRQSRGEPPLPEED.... Result: 1 (interaction). (3) The miRNA is hsa-miR-936 with sequence ACAGUAGAGGGAGGAAUCGCAG. The protein sequence of the target gene is MWTLGRRAVAGLLASPSPAQAQTLTRVPRPAELAPLCGRRGLRTDIDATCTPRRASSNQRGLNQIWNVKKQSVYLMNLRKSGTLGHPGSLDETTYERLAEETLDSLAEFFEDLADKPYTFEDYDVSFGSGVLTVKLGGDLGTYVINKQTPNKQIWLSSPSSGPKRYDWTGKNWVYSHDGVSLHELLAAELTKALKTKLDLSSLAYSGKDA. Result: 1 (interaction). (4) The miRNA is hsa-miR-10a-5p with sequence UACCCUGUAGAUCCGAAUUUGUG. The protein sequence of the target gene is MVCRPVFPCRRRFCPRPFLVGLVVAICLFYQTLTLRGSRKLTAAAPGAVPHTSTETQASRCKKGFSQDKQCFLLSGNAQETRKVKESMETHFGSHGRRAILYRPPFYSKTELQLHQHILTQHGYTVVIAEERLNAGLGPGLLEQGDLGSWDLLICLSSKKAEGTPCISKEVMCQLGLHQKANRLPEIQQPLCRKEGLCQIVRRFPELQLPVSPSVCLDQGMQLKPSTSSHLLKTVKPRVWKPGDWSREQLNETTVLAPHETIFRAEDLSVILKAYVLVTSLTPLRAFIHSTGTVWNPPKK.... Result: 1 (interaction). (5) The miRNA is hsa-miR-5196-3p with sequence UCAUCCUCGUCUCCCUCCCAG. The protein sequence of the target gene is MAKLTESMTNVLEGDSMDQDVESPVAIHQPKLPKQARDDLPRHISRDRTKRKIQRYVRKDGKCNVHHGNVRETYRYLTDIFTTLVDLKWRFNLLIFVMVYTVTWLFFGMIWWLIAYIRGDMDHIEDPSWTPCVTNLNGFVSAFLFSIETETTIGYGYRVITDKCPEGIILLLIQSVLGSIVNAFMVGCMFVKISQPKKRAETLVFSTHAVISMRDGKLCLMFRVGDLRNSHIVEASIRAKLIKSKQTSEGEFIPLNQTDINVGYYTGDDRLFLVSPLIISHEINQQSPFWEISKAQLPKE.... Result: 1 (interaction).